This data is from Reaction yield outcomes from USPTO patents with 853,638 reactions. The task is: Predict the reaction yield, written as a fraction of the theoretical maximum amount of product (1.0 means a 100% yield; for example, 0.34 means a 34% yield). (1) The reactants are C(Cl)(Cl)=O.[C:5]([OH:12])(=[O:11])/[CH:6]=[CH:7]/[CH:8]=[CH:9]/[CH3:10].C(N([CH2:18][CH3:19])CC)C.Cl.C(N([CH2:26][CH3:27])CC)C.[C:28](OCC)(=[O:30])[CH3:29]. No catalyst specified. The product is [C:5]([O:12][C:28](=[O:30])/[CH:29]=[CH:26]/[CH:27]=[CH:18]/[CH3:19])(=[O:11])/[CH:6]=[CH:7]/[CH:8]=[CH:9]/[CH3:10]. The yield is 0.856. (2) The reactants are [F:1][C:2]([F:21])([F:20])[C:3]1[CH:4]=[C:5]([S:9][CH:10]2[CH2:19][CH2:18][C:13]3([O:17][CH2:16][CH2:15][O:14]3)[CH2:12][CH2:11]2)[CH:6]=[CH:7][CH:8]=1.C([O-])(O)=[O:23].[Na+].C1C=C(Cl)C=C(C(OO)=O)C=1.[OH2:38]. The catalyst is C(Cl)Cl.CO. The product is [F:21][C:2]([F:20])([F:1])[C:3]1[CH:4]=[C:5]([S:9]([CH:10]2[CH2:19][CH2:18][C:13]3([O:14][CH2:15][CH2:16][O:17]3)[CH2:12][CH2:11]2)(=[O:23])=[O:38])[CH:6]=[CH:7][CH:8]=1. The yield is 0.970. (3) The reactants are [N:1]([C:4]1[CH:11]=[CH:10][CH:9]=[CH:8][C:5]=1[CH2:6][OH:7])=[N+:2]=[N-:3].[C:12](O)(=[O:15])[C:13]#[CH:14].C1(N=C=NC2CCCCC2)CCCCC1. The catalyst is C(Cl)Cl.CN(C)C1C=CN=CC=1. The product is [C:12]([O:7][CH2:6][C:5]1[CH:8]=[CH:9][CH:10]=[CH:11][C:4]=1[N:1]=[N+:2]=[N-:3])(=[O:15])[C:13]#[CH:14]. The yield is 0.510. (4) The reactants are [CH:1]1[C:2](=[O:16])[CH:3]=[CH:4][C:5]2=[N:6][C:7]3[CH:15]=[CH:14][CH:13]=[CH:12][C:8]=3[CH:9]=[CH:10][C:11]=12.[O-]S(S([O-])=O)=O.[Na+].[Na+]. The catalyst is C(Cl)(Cl)Cl.O. The product is [CH:1]1[C:11]2[CH:10]=[CH:9][C:8]3[CH:12]=[CH:13][CH:14]=[CH:15][C:7]=3[NH:6][C:5]=2[CH:4]=[CH:3][C:2]=1[OH:16]. The yield is 0.650. (5) The reactants are [C:1]1([NH:7][NH2:8])[CH:6]=[CH:5][CH:4]=[CH:3][CH:2]=1.Cl.[OH:10][C:11]([CH3:20])([CH3:19])[CH2:12][C:13](=O)[CH:14]([CH3:17])[C:15]#[N:16]. The catalyst is CCO.C([O-])(O)=O.[Na+]. The product is [NH2:16][C:15]1[N:7]([C:1]2[CH:6]=[CH:5][CH:4]=[CH:3][CH:2]=2)[N:8]=[C:13]([CH2:12][C:11]([CH3:20])([OH:10])[CH3:19])[C:14]=1[CH3:17]. The yield is 0.580. (6) The reactants are C1(P(C2C=CC=CC=2)CCCP(C2C=CC=CC=2)C2C=CC=CC=2)C=CC=CC=1.Br[C:31]1[C:39]2[C:34](=[N:35][CH:36]=[C:37]([C:40]3[CH:41]=[C:42]([CH:50]=[CH:51][C:52]=3[CH3:53])[C:43]([O:45][C:46]([CH3:49])([CH3:48])[CH3:47])=[O:44])[CH:38]=2)[O:33][C:32]=1[C:54]1[CH:59]=[CH:58][C:57]([F:60])=[CH:56][CH:55]=1. The catalyst is CO.CS(C)=O.CCOC(C)=O.C([O-])(=O)C.[Pd+2].C([O-])(=O)C. The product is [C:46]([O:45][C:43]([C:42]1[CH:50]=[CH:51][C:52]([CH3:53])=[C:40]([C:37]2[CH:38]=[C:39]3[C:31]([C:43]([O:45][CH3:46])=[O:44])=[C:32]([C:54]4[CH:55]=[CH:56][C:57]([F:60])=[CH:58][CH:59]=4)[O:33][C:34]3=[N:35][CH:36]=2)[CH:41]=1)=[O:44])([CH3:48])([CH3:49])[CH3:47]. The yield is 0.950. (7) The reactants are [CH:1]1[C:13]2[NH:12][C:11]3[C:6](=[CH:7][CH:8]=[CH:9][CH:10]=3)[C:5]=2[CH:4]=[CH:3][CH:2]=1.CC(C)([O-])C.[Na+].Br[C:21]1[CH:26]=[CH:25][CH:24]=[CH:23][CH:22]=1. The catalyst is C1(C)C(C)=CC=CC=1.C([O-])(=O)C.[Pd+2].C([O-])(=O)C.C1(C2(C3C=CC=CC=3)CC2(P(C(C)(C)C)C(C)(C)C)C)C=CC=CC=1. The product is [C:21]1([N:12]2[C:11]3[CH:10]=[CH:9][CH:8]=[CH:7][C:6]=3[C:5]3[C:13]2=[CH:1][CH:2]=[CH:3][CH:4]=3)[CH:26]=[CH:25][CH:24]=[CH:23][CH:22]=1. The yield is 0.980.